From a dataset of Catalyst prediction with 721,799 reactions and 888 catalyst types from USPTO. Predict which catalyst facilitates the given reaction. Reactant: C[C:2]1(C)[O:6][C:5](=[CH:7][C:8]([N:10]([O:19][CH3:20])[CH2:11][C:12]2[CH:17]=[CH:16][CH:15]=[CH:14][C:13]=2[CH3:18])=[O:9])[C:4](=[O:21])[O:3]1. Product: [CH3:2][O:3][C:4](=[O:21])[C:5]([OH:6])=[CH:7][C:8](=[O:9])[N:10]([O:19][CH3:20])[CH2:11][C:12]1[CH:17]=[CH:16][CH:15]=[CH:14][C:13]=1[CH3:18]. The catalyst class is: 5.